This data is from NCI-60 drug combinations with 297,098 pairs across 59 cell lines. The task is: Regression. Given two drug SMILES strings and cell line genomic features, predict the synergy score measuring deviation from expected non-interaction effect. Cell line: K-562. Drug 1: C1CCC(CC1)NC(=O)N(CCCl)N=O. Drug 2: C1=CC(=CC=C1CCCC(=O)O)N(CCCl)CCCl. Synergy scores: CSS=33.4, Synergy_ZIP=6.50, Synergy_Bliss=8.48, Synergy_Loewe=6.53, Synergy_HSA=11.1.